Dataset: NCI-60 drug combinations with 297,098 pairs across 59 cell lines. Task: Regression. Given two drug SMILES strings and cell line genomic features, predict the synergy score measuring deviation from expected non-interaction effect. (1) Drug 1: C1CCC(C1)C(CC#N)N2C=C(C=N2)C3=C4C=CNC4=NC=N3. Drug 2: COCCOC1=C(C=C2C(=C1)C(=NC=N2)NC3=CC=CC(=C3)C#C)OCCOC.Cl. Cell line: MDA-MB-435. Synergy scores: CSS=-2.06, Synergy_ZIP=4.19, Synergy_Bliss=6.36, Synergy_Loewe=-0.621, Synergy_HSA=0.0534. (2) Drug 1: CCCS(=O)(=O)NC1=C(C(=C(C=C1)F)C(=O)C2=CNC3=C2C=C(C=N3)C4=CC=C(C=C4)Cl)F. Drug 2: C(CN)CNCCSP(=O)(O)O. Cell line: IGROV1. Synergy scores: CSS=-2.49, Synergy_ZIP=4.93, Synergy_Bliss=-3.30, Synergy_Loewe=-8.23, Synergy_HSA=-5.09. (3) Drug 1: C1CN(P(=O)(OC1)NCCCl)CCCl. Drug 2: CC(C)CN1C=NC2=C1C3=CC=CC=C3N=C2N. Cell line: NCI-H522. Synergy scores: CSS=2.71, Synergy_ZIP=0.460, Synergy_Bliss=2.48, Synergy_Loewe=-0.460, Synergy_HSA=-1.43. (4) Drug 1: CC1=C2C(C(=O)C3(C(CC4C(C3C(C(C2(C)C)(CC1OC(=O)C(C(C5=CC=CC=C5)NC(=O)C6=CC=CC=C6)O)O)OC(=O)C7=CC=CC=C7)(CO4)OC(=O)C)O)C)OC(=O)C. Drug 2: CC1C(C(CC(O1)OC2CC(CC3=C2C(=C4C(=C3O)C(=O)C5=C(C4=O)C(=CC=C5)OC)O)(C(=O)CO)O)N)O.Cl. Cell line: SNB-75. Synergy scores: CSS=42.6, Synergy_ZIP=-5.24, Synergy_Bliss=-1.31, Synergy_Loewe=-0.152, Synergy_HSA=2.14. (5) Drug 1: CC1=C(C=C(C=C1)NC2=NC=CC(=N2)N(C)C3=CC4=NN(C(=C4C=C3)C)C)S(=O)(=O)N.Cl. Drug 2: C1CN(P(=O)(OC1)NCCCl)CCCl. Cell line: LOX IMVI. Synergy scores: CSS=23.2, Synergy_ZIP=14.3, Synergy_Bliss=15.6, Synergy_Loewe=18.8, Synergy_HSA=17.3. (6) Drug 1: C1=CC(=C2C(=C1NCCNCCO)C(=O)C3=C(C=CC(=C3C2=O)O)O)NCCNCCO. Drug 2: CC1C(C(CC(O1)OC2CC(CC3=C2C(=C4C(=C3O)C(=O)C5=C(C4=O)C(=CC=C5)OC)O)(C(=O)C)O)N)O.Cl. Cell line: MDA-MB-231. Synergy scores: CSS=40.0, Synergy_ZIP=-0.368, Synergy_Bliss=2.23, Synergy_Loewe=1.41, Synergy_HSA=5.38. (7) Drug 1: C1=NC2=C(N1)C(=S)N=C(N2)N. Drug 2: CCCCCOC(=O)NC1=NC(=O)N(C=C1F)C2C(C(C(O2)C)O)O. Cell line: SN12C. Synergy scores: CSS=14.1, Synergy_ZIP=-7.60, Synergy_Bliss=-7.08, Synergy_Loewe=-35.1, Synergy_HSA=-5.60. (8) Drug 1: CC12CCC(CC1=CCC3C2CCC4(C3CC=C4C5=CN=CC=C5)C)O. Drug 2: C1C(C(OC1N2C=NC(=NC2=O)N)CO)O. Cell line: PC-3. Synergy scores: CSS=8.43, Synergy_ZIP=-3.30, Synergy_Bliss=0.0890, Synergy_Loewe=1.44, Synergy_HSA=2.24. (9) Drug 1: CC1C(C(CC(O1)OC2CC(CC3=C2C(=C4C(=C3O)C(=O)C5=C(C4=O)C(=CC=C5)OC)O)(C(=O)C)O)N)O.Cl. Drug 2: C1=CC=C(C=C1)NC(=O)CCCCCCC(=O)NO. Cell line: UO-31. Synergy scores: CSS=13.6, Synergy_ZIP=-4.01, Synergy_Bliss=0.623, Synergy_Loewe=-4.31, Synergy_HSA=2.22. (10) Drug 1: COC1=CC(=CC(=C1O)OC)C2C3C(COC3=O)C(C4=CC5=C(C=C24)OCO5)OC6C(C(C7C(O6)COC(O7)C8=CC=CS8)O)O. Drug 2: CN(C(=O)NC(C=O)C(C(C(CO)O)O)O)N=O. Cell line: HOP-92. Synergy scores: CSS=37.6, Synergy_ZIP=-1.72, Synergy_Bliss=-1.09, Synergy_Loewe=-47.3, Synergy_HSA=0.569.